Predict which catalyst facilitates the given reaction. From a dataset of Catalyst prediction with 721,799 reactions and 888 catalyst types from USPTO. (1) Reactant: [CH3:1][C@@:2]1([CH2:23][CH2:24][CH2:25][C:26]([F:29])([F:28])[F:27])[O:19][C:18](=[O:20])[C:17]2[N:21]=[C:14]([S:15][CH:16]=2)[S:13][CH2:12][CH2:11][N:10]2[C@H:6]([CH2:7][O:8][C:9]2=[O:22])[CH:5]=[CH:4][CH2:3]1.[OH:30][C@@H](C(C)(C)CCCC)/C=C/[C@H]1COC(=O)N1CCSC1SC=C(C(OCC)=O)N=1.O1CCCC1. Product: [O:22]=[C:9]1[N:10]([CH2:11][CH2:12][S:13][C:14]2[S:15][CH:16]=[C:17]([C:18]([OH:19])=[O:20])[N:21]=2)[C@@H:6](/[CH:5]=[CH:4]/[CH2:3][C@:2]([OH:30])([CH3:1])[CH2:23][CH2:24][CH2:25][C:26]([F:27])([F:29])[F:28])[CH2:7][O:8]1. The catalyst class is: 5. (2) Reactant: [CH3:1][O:2][C:3](=[O:16])[C:4]1[CH:9]=[C:8]([N+:10]([O-:12])=[O:11])[C:7]([NH2:13])=[C:6]([F:14])[C:5]=1F.[Cl:17][C:18]1[CH:24]=[CH:23][CH:22]=[CH:21][C:19]=1[NH2:20]. Product: [CH3:1][O:2][C:3](=[O:16])[C:4]1[CH:9]=[C:8]([N+:10]([O-:12])=[O:11])[C:7]([NH2:13])=[C:6]([F:14])[C:5]=1[NH:20][C:19]1[CH:21]=[CH:22][CH:23]=[CH:24][C:18]=1[Cl:17]. The catalyst class is: 13.